From a dataset of Reaction yield outcomes from USPTO patents with 853,638 reactions. Predict the reaction yield, written as a fraction of the theoretical maximum amount of product (1.0 means a 100% yield; for example, 0.34 means a 34% yield). (1) The reactants are [CH3:1][O:2][C:3]1[CH:8]=[C:7]([O:9][CH2:10][C:11]2[CH:12]=[N:13][CH:14]=[CH:15][CH:16]=2)[CH:6]=[CH:5][C:4]=1[CH:17]=[CH:18][C:19](=[O:24])[CH2:20][C:21](=[O:23])[CH3:22].[B]=O.[NH:27]1[C:35]2[C:30](=[CH:31][CH:32]=[CH:33][C:34]=2[CH:36]=O)[CH:29]=[CH:28]1.B(OC(C)C)(OC(C)C)OC(C)C.N1CCCCC1.Cl.C(=O)(O)[O-].[Na+]. The catalyst is C(OCC)(=O)C.[Cl-].[Na+].O. The product is [NH:27]1[C:35]2[C:30](=[CH:31][CH:32]=[CH:33][C:34]=2/[CH:36]=[CH:22]/[C:21](=[O:23])[CH2:20][C:19](=[O:24])/[CH:18]=[CH:17]/[C:4]2[CH:5]=[CH:6][C:7]([O:9][CH2:10][C:11]3[CH:12]=[N:13][CH:14]=[CH:15][CH:16]=3)=[CH:8][C:3]=2[O:2][CH3:1])[CH:29]=[CH:28]1. The yield is 0.180. (2) The product is [F:13][C:14]1[CH:15]=[C:16]([CH:34]=[CH:35][CH:36]=1)[CH2:17][O:18][C:19]1[CH:24]=[CH:23][C:22]([N:25]2[C:29](=[O:30])[CH2:28][C@H:27]([C:31]([NH2:3])=[O:32])[CH2:26]2)=[CH:21][CH:20]=1. The yield is 0.960. The catalyst is O1CCCC1. The reactants are C(N1C=CN=C1)([N:3]1C=CN=C1)=O.[F:13][C:14]1[CH:15]=[C:16]([CH:34]=[CH:35][CH:36]=1)[CH2:17][O:18][C:19]1[CH:24]=[CH:23][C:22]([N:25]2[C:29](=[O:30])[CH2:28][C@H:27]([C:31](O)=[O:32])[CH2:26]2)=[CH:21][CH:20]=1. (3) The reactants are C1(O)C=CC=CC=1.[NH2:8][C:9]1[C:22]2[C:21](=[O:23])[C:20]3[C:15](=[CH:16][CH:17]=[CH:18][CH:19]=3)[C:14](=[O:24])[C:13]=2[CH:12]=[CH:11][CH:10]=1.[CH2:25]([N:29]([CH2:46][CH2:47][CH2:48][CH3:49])[C:30]1[N:35]=[C:34]([N:36]([CH2:41][CH2:42][CH2:43][CH3:44])[CH2:37][CH2:38][CH2:39][CH3:40])[N:33]=[C:32](Cl)[N:31]=1)[CH2:26][CH2:27][CH3:28].[OH-].[Na+]. The catalyst is ClCCl.O. The product is [CH2:41]([N:36]([CH2:37][CH2:38][CH2:39][CH3:40])[C:34]1[N:35]=[C:30]([N:29]([CH2:25][CH2:26][CH2:27][CH3:28])[CH2:46][CH2:47][CH2:48][CH3:49])[N:31]=[C:32]([NH:8][C:9]2[C:22]3[C:21](=[O:23])[C:20]4[C:15](=[CH:16][CH:17]=[CH:18][CH:19]=4)[C:14](=[O:24])[C:13]=3[CH:12]=[CH:11][CH:10]=2)[N:33]=1)[CH2:42][CH2:43][CH3:44]. The yield is 0.940. (4) The reactants are [NH:1]1[CH2:6][CH2:5][O:4][CH2:3][CH2:2]1.C(=O)([O-])[O-].[K+].[K+].[CH2:13](Br)[C:14]#[CH:15]. The catalyst is CO. The product is [CH2:15]([N:1]1[CH2:6][CH2:5][O:4][CH2:3][CH2:2]1)[C:14]#[CH:13]. The yield is 0.700. (5) The reactants are [NH2:1][CH2:2][C:3]1([OH:18])[CH2:7][CH2:6][N:5]([C:8]([O:10][CH2:11][C:12]2[CH:17]=[CH:16][CH:15]=[CH:14][CH:13]=2)=[O:9])[CH2:4]1.[CH3:19][C:20]([O:23][C:24](O[C:24]([O:23][C:20]([CH3:22])([CH3:21])[CH3:19])=[O:25])=[O:25])([CH3:22])[CH3:21]. The catalyst is CCO. The product is [CH3:19][C:20]([O:23][C:24]([NH:1][CH2:2][C:3]1([OH:18])[CH2:7][CH2:6][N:5]([C:8]([O:10][CH2:11][C:12]2[CH:17]=[CH:16][CH:15]=[CH:14][CH:13]=2)=[O:9])[CH2:4]1)=[O:25])([CH3:22])[CH3:21]. The yield is 0.990. (6) The reactants are [CH3:1][C:2]1[NH:7][C:6](=[O:8])[C:5]([C:9]#[N:10])=[C:4]([CH2:11][CH2:12][CH3:13])[CH:3]=1.[ClH:14]. The catalyst is CO.[OH-].[OH-].[Pd+2]. The product is [ClH:14].[NH2:10][CH2:9][C:5]1[C:6](=[O:8])[NH:7][C:2]([CH3:1])=[CH:3][C:4]=1[CH2:11][CH2:12][CH3:13]. The yield is 0.600. (7) The reactants are C([O:4][P:5]([C:11]1[CH:16]=[CH:15][C:14]([O:17][C:18]2[CH:23]=[C:22]([C:24](=[O:31])[NH:25][C:26]3[S:27][CH:28]=[CH:29][N:30]=3)[CH:21]=[C:20]([S:32][C:33]3[N:34]([CH3:38])[CH:35]=[CH:36][N:37]=3)[CH:19]=2)=[CH:13][CH:12]=1)(=[O:10])[O:6]C(C)C)(C)C.[Br:39][Si](C)(C)C. The catalyst is C(Cl)Cl. The product is [BrH:39].[CH3:38][N:34]1[CH:35]=[CH:36][N:37]=[C:33]1[S:32][C:20]1[CH:19]=[C:18]([CH:23]=[C:22]([C:24](=[O:31])[NH:25][C:26]2[S:27][CH:28]=[CH:29][N:30]=2)[CH:21]=1)[O:17][C:14]1[CH:15]=[CH:16][C:11]([P:5](=[O:4])([OH:6])[OH:10])=[CH:12][CH:13]=1. The yield is 0.610.